Task: Predict the reactants needed to synthesize the given product.. Dataset: Full USPTO retrosynthesis dataset with 1.9M reactions from patents (1976-2016) (1) Given the product [N+:49]([C:4]1[CH:5]=[CH:6][C:1]([N:7]2[C:12](=[O:13])[C:11]3[S:14][CH:15]=[C:16]([C:17]4[CH:18]=[CH:19][CH:20]=[CH:21][CH:22]=4)[C:10]=3[N:9]=[CH:8]2)=[CH:2][CH:3]=1)([O-:51])=[O:50], predict the reactants needed to synthesize it. The reactants are: [C:1]1([N:7]2[C:12](=[O:13])[C:11]3[S:14][CH:15]=[C:16]([C:17]4[CH:22]=[CH:21][CH:20]=[CH:19][CH:18]=4)[C:10]=3[N:9]=[CH:8]2)[CH:6]=[CH:5][CH:4]=[CH:3][CH:2]=1.NC1C(C2C=CC=CC=2)=CSC=1C(OC)=O.C(OCC)(OCC)OCC.[N+:49](C1C=CC(N)=CC=1)([O-:51])=[O:50]. (2) Given the product [C:1]([NH:4][C:5]1[CH:32]=[CH:31][C:8]([C:9]([NH:11][C:12]2[C:16]([NH2:17])=[C:15]([F:34])[N:14]([C:25]3[CH:30]=[CH:29][CH:28]=[CH:27][CH:26]=3)[N:13]=2)=[O:10])=[CH:7][CH:6]=1)(=[O:3])[CH3:2], predict the reactants needed to synthesize it. The reactants are: [C:1]([NH:4][C:5]1[CH:32]=[CH:31][C:8]([C:9]([NH:11][C:12]2[C:16]([NH:17]C(=O)OC(C)(C)C)=[CH:15][N:14]([C:25]3[CH:30]=[CH:29][CH:28]=[CH:27][CH:26]=3)[N:13]=2)=[O:10])=[CH:7][CH:6]=1)(=[O:3])[CH3:2].[B-](F)(F)(F)[F:34].[B-](F)(F)(F)F.C1[N+]2(CCl)CC[N+](F)(CC2)C1. (3) Given the product [Cl:38][C:32]1[CH:33]=[C:34]([Cl:37])[CH:35]=[CH:36][C:31]=1[C:16]1[N:15]([C:12]2[CH:11]=[CH:10][C:9]([OH:8])=[CH:14][CH:13]=2)[C:19]([CH3:20])=[C:18]([C:21]([NH:23][C:24]2[CH:25]=[N:26][C:27]([F:30])=[CH:28][CH:29]=2)=[O:22])[N:17]=1, predict the reactants needed to synthesize it. The reactants are: C([O:8][C:9]1[CH:14]=[CH:13][C:12]([N:15]2[C:19]([CH3:20])=[C:18]([C:21]([NH:23][C:24]3[CH:25]=[N:26][C:27]([F:30])=[CH:28][CH:29]=3)=[O:22])[N:17]=[C:16]2[C:31]2[CH:36]=[CH:35][C:34]([Cl:37])=[CH:33][C:32]=2[Cl:38])=[CH:11][CH:10]=1)C1C=CC=CC=1.C(O)C. (4) Given the product [CH2:1]([O:5][C:6]1[CH:11]=[CH:10][C:9]([S:12]([NH:15][C:16]2[CH:21]=[CH:20][C:19]([O:22][C:23]3[CH:28]=[CH:27][C:26]([NH:29][C:30]4[CH:35]=[CH:34][C:33]([F:36])=[C:32]([F:37])[CH:31]=4)=[CH:25][CH:24]=3)=[CH:18][C:17]=2[C:38]2[NH:42][N:41]=[N:40][N:39]=2)(=[O:13])=[O:14])=[CH:8][CH:7]=1)[CH2:2][CH2:3][CH3:4], predict the reactants needed to synthesize it. The reactants are: [CH2:1]([O:5][C:6]1[CH:11]=[CH:10][C:9]([S:12]([NH:15][C:16]2[CH:21]=[CH:20][C:19]([O:22][C:23]3[CH:28]=[CH:27][C:26]([NH:29][C:30]4[CH:35]=[CH:34][C:33]([F:36])=[C:32]([F:37])[CH:31]=4)=[CH:25][CH:24]=3)=[CH:18][C:17]=2[C:38]#[N:39])(=[O:14])=[O:13])=[CH:8][CH:7]=1)[CH2:2][CH2:3][CH3:4].[N-:40]=[N+:41]=[N-:42].[Na+].Cl.C([NH+](CC)CC)C.Cl.